Dataset: Catalyst prediction with 721,799 reactions and 888 catalyst types from USPTO. Task: Predict which catalyst facilitates the given reaction. Reactant: [Br:1][C:2]1[CH:22]=[CH:21][C:20]([F:23])=[CH:19][C:3]=1[O:4][CH:5]1[CH2:8][N:7]([C:9]2[N:10]=[CH:11][C:12]([C:15]([O:17]C)=[O:16])=[N:13][CH:14]=2)[CH2:6]1.O1CCCC1.[OH-].[Li+]. Product: [Br:1][C:2]1[CH:22]=[CH:21][C:20]([F:23])=[CH:19][C:3]=1[O:4][CH:5]1[CH2:8][N:7]([C:9]2[N:10]=[CH:11][C:12]([C:15]([OH:17])=[O:16])=[N:13][CH:14]=2)[CH2:6]1. The catalyst class is: 15.